Dataset: Forward reaction prediction with 1.9M reactions from USPTO patents (1976-2016). Task: Predict the product of the given reaction. (1) Given the reactants [NH:1]1[CH2:6][CH2:5][C:4](=[N:7][O:8][CH:9]2[CH2:14][CH2:13][N:12]([C:15]([O:17][CH:18]([CH3:20])[CH3:19])=[O:16])[CH2:11][CH2:10]2)[CH2:3][CH2:2]1.[CH3:21][O:22][C:23]([C:25]1[C:30]([Cl:31])=[N:29][C:28](Cl)=[C:27]([Cl:33])[N:26]=1)=[O:24].C(N(C(C)C)CC)(C)C, predict the reaction product. The product is: [CH3:21][O:22][C:23]([C:25]1[C:30]([Cl:31])=[N:29][C:28]([N:1]2[CH2:2][CH2:3][C:4](=[N:7][O:8][CH:9]3[CH2:10][CH2:11][N:12]([C:15]([O:17][CH:18]([CH3:20])[CH3:19])=[O:16])[CH2:13][CH2:14]3)[CH2:5][CH2:6]2)=[C:27]([Cl:33])[N:26]=1)=[O:24]. (2) Given the reactants [CH2:1]([O:8][C:9]1[CH:10]=[C:11]([CH:15]([OH:22])[CH2:16][C:17]([O:19][CH2:20][CH3:21])=[O:18])[CH:12]=[CH:13][CH:14]=1)[C:2]1[CH:7]=[CH:6][CH:5]=[CH:4][CH:3]=1.I[CH3:24], predict the reaction product. The product is: [CH2:1]([O:8][C:9]1[CH:10]=[C:11]([CH:15]([O:22][CH3:24])[CH2:16][C:17]([O:19][CH2:20][CH3:21])=[O:18])[CH:12]=[CH:13][CH:14]=1)[C:2]1[CH:7]=[CH:6][CH:5]=[CH:4][CH:3]=1.